From a dataset of Full USPTO retrosynthesis dataset with 1.9M reactions from patents (1976-2016). Predict the reactants needed to synthesize the given product. Given the product [Cl:1][C:2]1[CH:7]=[CH:6][C:5]([F:8])=[CH:4][C:3]=1[N:9]1[CH2:10][CH:11]2[CH2:12][N:13]([C:17]3[CH:21]=[C:20]([C:22]4[N:23]=[N:24][N:25]([CH2:33][C:34]([O:36][C:37]([CH3:40])([CH3:39])[CH3:38])=[O:35])[N:26]=4)[O:19][N:18]=3)[CH2:14][CH:15]2[CH2:16]1, predict the reactants needed to synthesize it. The reactants are: [Cl:1][C:2]1[CH:7]=[CH:6][C:5]([F:8])=[CH:4][C:3]=1[N:9]1[CH2:16][CH:15]2[CH:11]([CH2:12][N:13]([C:17]3[CH:21]=[C:20]([C:22]4[N:23]=[N:24][NH:25][N:26]=4)[O:19][N:18]=3)[CH2:14]2)[CH2:10]1.C1COCC1.Br[CH2:33][C:34]([O:36][C:37]([CH3:40])([CH3:39])[CH3:38])=[O:35].C(N(CC)CC)C.